Dataset: Forward reaction prediction with 1.9M reactions from USPTO patents (1976-2016). Task: Predict the product of the given reaction. (1) Given the reactants [NH:1]1[CH2:4][CH:3]([NH:5][C:6](=[O:37])[C:7]2[CH:12]=[C:11]([O:13][CH3:14])[C:10]([NH:15][C:16]3[N:17]=[CH:18][C:19]4[N:25]([CH3:26])[C:24](=[O:27])[C:23]([F:29])([F:28])[CH2:22][N:21]([CH:30]5[CH2:34][CH2:33][CH2:32][CH2:31]5)[C:20]=4[N:35]=3)=[CH:9][C:8]=2[F:36])[CH2:2]1.[CH:38](=O)[CH3:39], predict the reaction product. The product is: [CH:30]1([N:21]2[CH2:22][C:23]([F:28])([F:29])[C:24](=[O:27])[N:25]([CH3:26])[C:19]3[CH:18]=[N:17][C:16]([NH:15][C:10]4[C:11]([O:13][CH3:14])=[CH:12][C:7]([C:6]([NH:5][CH:3]5[CH2:2][N:1]([CH2:38][CH3:39])[CH2:4]5)=[O:37])=[C:8]([F:36])[CH:9]=4)=[N:35][C:20]2=3)[CH2:34][CH2:33][CH2:32][CH2:31]1. (2) Given the reactants [Br:1][C:2]1[CH:17]=[CH:16][C:5]2=[C:6]([C:14]#[N:15])[CH:7]=[C:8]3[C:13]([CH:12]=[N:11][CH:10]=[CH:9]3)=[C:4]2[CH:3]=1.C1C=C(Cl)C=C(C(OO)=[O:26])C=1.CCOCC, predict the reaction product. The product is: [Br:1][C:2]1[CH:17]=[CH:16][C:5]2=[C:6]([C:14]#[N:15])[CH:7]=[C:8]3[C:13]([CH:12]=[N+:11]([O-:26])[CH:10]=[CH:9]3)=[C:4]2[CH:3]=1. (3) Given the reactants Br[CH2:2][C:3]1[CH:4]=[CH:5][C:6]([C:9]([O:11][CH3:12])=[O:10])=[N:7][CH:8]=1.[CH3:13][N:14]1[CH2:19][CH2:18][NH:17][CH2:16][CH2:15]1.CCN(C(C)C)C(C)C, predict the reaction product. The product is: [CH3:13][N:14]1[CH2:19][CH2:18][N:17]([CH2:2][C:3]2[CH:4]=[CH:5][C:6]([C:9]([O:11][CH3:12])=[O:10])=[N:7][CH:8]=2)[CH2:16][CH2:15]1. (4) Given the reactants Cl.C1(C(=[N:15][CH2:16][C:17]2([C:32]([NH:34][C:35]3[CH:40]=[C:39]([C:41]([F:44])([F:43])[F:42])[CH:38]=[CH:37][N:36]=3)=[O:33])[CH2:22][CH2:21][N:20]([C:23]3[C:24]4[CH:31]=[CH:30][NH:29][C:25]=4[N:26]=[CH:27][N:28]=3)[CH2:19][CH2:18]2)C2C=CC=CC=2)C=CC=CC=1, predict the reaction product. The product is: [NH2:15][CH2:16][C:17]1([C:32]([NH:34][C:35]2[CH:40]=[C:39]([C:41]([F:42])([F:43])[F:44])[CH:38]=[CH:37][N:36]=2)=[O:33])[CH2:18][CH2:19][N:20]([C:23]2[C:24]3[CH:31]=[CH:30][NH:29][C:25]=3[N:26]=[CH:27][N:28]=2)[CH2:21][CH2:22]1. (5) Given the reactants [Si]([O:8][CH2:9][C:10]1[CH:11]=[N:12][C:13]([C:16]2[CH:17]=[C:18]([CH:33]=[CH:34][CH:35]=2)[CH2:19][C:20]2[C:25](=[O:26])[CH:24]=[CH:23][N:22]([C:27]3[CH:28]=[N:29][N:30]([CH3:32])[CH:31]=3)[N:21]=2)=[N:14][CH:15]=1)(C(C)(C)C)(C)C.CCCC[N+](CCCC)(CCCC)CCCC.[F-].C([O-])(O)=O.[Na+], predict the reaction product. The product is: [OH:8][CH2:9][C:10]1[CH:11]=[N:12][C:13]([C:16]2[CH:17]=[C:18]([CH:33]=[CH:34][CH:35]=2)[CH2:19][C:20]2[C:25](=[O:26])[CH:24]=[CH:23][N:22]([C:27]3[CH:28]=[N:29][N:30]([CH3:32])[CH:31]=3)[N:21]=2)=[N:14][CH:15]=1.